This data is from Full USPTO retrosynthesis dataset with 1.9M reactions from patents (1976-2016). The task is: Predict the reactants needed to synthesize the given product. (1) Given the product [F:1][C:2]([F:7])([F:6])[C:3]([OH:5])=[O:4].[F:8][C:9]([F:14])([F:13])[C:10]([OH:12])=[O:11].[Cl:22][C:23]1[CH:24]=[N:25][C:26]2[NH:27][C:28]3[CH:29]=[N:30][CH:31]=[C:32]([CH:54]=3)[CH2:33][CH2:34][C:35]3[CH:43]=[C:39]([NH:40][C:41]=1[N:42]=2)[CH:38]=[CH:37][C:36]=3[NH:44][C:45](=[O:53])[CH2:46][CH:47]1[CH2:52][CH2:51][N:50]([S:63]([C:60]2[CH:59]=[CH:58][C:57]([C:55]#[N:56])=[CH:62][CH:61]=2)(=[O:65])=[O:64])[CH2:49][CH2:48]1, predict the reactants needed to synthesize it. The reactants are: [F:1][C:2]([F:7])([F:6])[C:3]([OH:5])=[O:4].[F:8][C:9]([F:14])([F:13])[C:10]([OH:12])=[O:11].FC(F)(F)C(O)=O.[Cl:22][C:23]1[CH:24]=[N:25][C:26]2[NH:27][C:28]3[CH:29]=[N:30][CH:31]=[C:32]([CH:54]=3)[CH2:33][CH2:34][C:35]3[CH:43]=[C:39]([NH:40][C:41]=1[N:42]=2)[CH:38]=[CH:37][C:36]=3[NH:44][C:45](=[O:53])[CH2:46][CH:47]1[CH2:52][CH2:51][NH:50][CH2:49][CH2:48]1.[C:55]([C:57]1[CH:62]=[CH:61][C:60]([S:63](Cl)(=[O:65])=[O:64])=[CH:59][CH:58]=1)#[N:56]. (2) Given the product [CH3:67][C:21]1([CH3:22])[CH2:23][C:53]2[C:54]([O:58][C:37]3[N:38]=[CH:33][C:34]([NH:39][C:10]([C@H:9]([NH:8][C:6](=[O:7])[O:5][C:2]([CH3:1])([CH3:3])[CH3:4])[CH2:13][CH3:14])=[O:12])=[CH:35][CH:36]=3)=[CH:55][CH:56]=[CH:57][C:52]=2[O:51]1, predict the reactants needed to synthesize it. The reactants are: [CH3:1][C:2]([O:5][C:6]([NH:8][C@H:9]([CH2:13][CH3:14])[C:10]([OH:12])=O)=[O:7])([CH3:4])[CH3:3].CCN([CH:21]([CH3:23])[CH3:22])C(C)C.CN(C(ON1N=[N:39][C:34]2[CH:35]=[CH:36][CH:37]=[N:38][C:33]1=2)=[N+](C)C)C.F[P-](F)(F)(F)(F)F.CC1(C)[C:53]2[C:54]([O:58]C3N=CC(N)=CC=3)=[CH:55][CH:56]=[CH:57][C:52]=2[O:51]C1.[CH3:67]N(C=O)C. (3) Given the product [Cl:15][C:3]1[C:2]([I:1])=[CH:7][N:6]=[C:5]([C:8]([F:11])([F:10])[F:9])[CH:4]=1, predict the reactants needed to synthesize it. The reactants are: [I:1][C:2]1[C:3](O)=[CH:4][C:5]([C:8]([F:11])([F:10])[F:9])=[N:6][CH:7]=1.O=P(Cl)(Cl)[Cl:15]. (4) Given the product [SH:1][C:5]1[CH:20]=[CH:19][C:18]([N+:21]([O-:23])=[O:22])=[CH:17][C:6]=1[CH2:7][N:8]([CH3:16])[C:9](=[O:15])[O:10][C:11]([CH3:14])([CH3:13])[CH3:12], predict the reactants needed to synthesize it. The reactants are: [S-2:1].[Na+].[Na+].Cl[C:5]1[CH:20]=[CH:19][C:18]([N+:21]([O-:23])=[O:22])=[CH:17][C:6]=1[CH2:7][N:8]([CH3:16])[C:9](=[O:15])[O:10][C:11]([CH3:14])([CH3:13])[CH3:12].C(O)(=O)CC(CC(O)=O)(C(O)=O)O. (5) Given the product [CH2:1]([C@@:5]1([CH2:32][CH3:33])[NH:11][C@H:10]([C:12]2[CH:17]=[CH:16][CH:15]=[CH:14][CH:13]=2)[C:9]2[CH:18]=[C:19]([O:28][CH3:29])[C:20]([CH2:22][NH:23][C:24](=[O:27])[CH2:25][NH:40][CH2:41][CH2:42][P:43](=[O:50])([O:44][CH2:45][CH3:46])[O:47][CH2:48][CH3:49])=[CH:21][C:8]=2[S:7](=[O:31])(=[O:30])[CH2:6]1)[CH2:2][CH2:3][CH3:4], predict the reactants needed to synthesize it. The reactants are: [CH2:1]([C@@:5]1([CH2:32][CH3:33])[NH:11][C@H:10]([C:12]2[CH:17]=[CH:16][CH:15]=[CH:14][CH:13]=2)[C:9]2[CH:18]=[C:19]([O:28][CH3:29])[C:20]([CH2:22][NH:23][C:24](=[O:27])[CH2:25]Cl)=[CH:21][C:8]=2[S:7](=[O:31])(=[O:30])[CH2:6]1)[CH2:2][CH2:3][CH3:4].C(=O)([O-])[O-].[K+].[K+].[NH2:40][CH2:41][CH2:42][P:43](=[O:50])([O:47][CH2:48][CH3:49])[O:44][CH2:45][CH3:46].[I-].[K+]. (6) Given the product [Br:1][C:2]1[CH:7]=[C:6]([NH2:8])[CH:5]=[N:4][C:3]=1[O:11][CH2:12][CH2:13][N:14]([CH3:15])[CH3:16], predict the reactants needed to synthesize it. The reactants are: [Br:1][C:2]1[C:3]([O:11][CH2:12][CH2:13][N:14]([CH3:16])[CH3:15])=[N:4][CH:5]=[C:6]([N+:8]([O-])=O)[CH:7]=1.[Cl-].[NH4+]. (7) Given the product [CH3:17][O:18][C:19]1[CH:26]=[CH:25][CH:24]=[C:21]([C:22]#[C:1][CH2:2][CH2:3][CH2:4][CH2:5][CH2:6][CH3:7])[CH:20]=1, predict the reactants needed to synthesize it. The reactants are: [CH:1]#[C:2][CH2:3][CH2:4][CH2:5][CH2:6][CH2:7]C.C1(C#C)C=CC=CC=1.[CH3:17][O:18][C:19]1[CH:20]=[C:21]([CH:24]=[CH:25][CH:26]=1)[C:22]#N. (8) Given the product [F:43][C:40]([F:41])([F:42])[C:36]1[CH:35]=[C:34]2[C:39]([C:30]([S:29][CH2:28][C:27]3[CH:44]=[CH:45][C:24]([CH2:23][O:1][C:2]4[C:3](=[O:15])[CH:4]=[C:5]([CH2:8][N:9]5[CH2:14][CH2:13][O:12][CH2:11][CH2:10]5)[O:6][CH:7]=4)=[CH:25][CH:26]=3)=[CH:31][CH:32]=[N:33]2)=[CH:38][CH:37]=1, predict the reactants needed to synthesize it. The reactants are: [OH:1][C:2]1[C:3](=[O:15])[CH:4]=[C:5]([CH2:8][N:9]2[CH2:14][CH2:13][O:12][CH2:11][CH2:10]2)[O:6][CH:7]=1.C([O-])([O-])=O.[Cs+].[Cs+].Br[CH2:23][C:24]1[CH:45]=[CH:44][C:27]([CH2:28][S:29][C:30]2[C:39]3[C:34](=[CH:35][C:36]([C:40]([F:43])([F:42])[F:41])=[CH:37][CH:38]=3)[N:33]=[CH:32][CH:31]=2)=[CH:26][CH:25]=1.O. (9) Given the product [OH:19][C:13]1[C:14]([CH2:16][CH2:17][CH3:18])=[CH:15][C:10]([C:7]2[C:6]3[CH:24]=[CH:25][C:3]([OH:2])=[CH:4][C:5]=3[O:9][N:8]=2)=[C:11]([CH2:21][CH2:22][CH3:23])[CH:12]=1, predict the reactants needed to synthesize it. The reactants are: C[O:2][C:3]1[CH:25]=[CH:24][C:6]2[C:7]([C:10]3[CH:15]=[C:14]([CH2:16][CH2:17][CH3:18])[C:13]([O:19]C)=[CH:12][C:11]=3[CH2:21][CH2:22][CH3:23])=[N:8][O:9][C:5]=2[CH:4]=1.B(Br)(Br)Br. (10) Given the product [Cl:2][C:3]1([NH:25][CH2:18][CH3:19])[CH:7]=[CH:6][N:5]([C:11]2[CH:12]=[N:13][CH:14]=[CH:15][CH:16]=2)[NH:4]1, predict the reactants needed to synthesize it. The reactants are: Cl.[Cl:2][C:3]1[CH:7]=[C:6](C(O)=O)[N:5]([C:11]2[CH:12]=[N:13][CH:14]=[CH:15][CH:16]=2)[N:4]=1.F[C:18](F)(F)[C:19](O)=O.C[N:25](C=O)C.